This data is from Forward reaction prediction with 1.9M reactions from USPTO patents (1976-2016). The task is: Predict the product of the given reaction. Given the reactants [CH3:1][C:2]1([CH3:10])[O:7][C:6](=[O:8])[CH2:5][C:4](=[O:9])[O:3]1.[C:11]([O:15][C:16]([NH:18][CH2:19][CH2:20][C:21](O)=[O:22])=[O:17])([CH3:14])([CH3:13])[CH3:12].C(Cl)CCl, predict the reaction product. The product is: [C:11]([O:15][C:16](=[O:17])[NH:18][CH2:19][CH2:20][C:21]([CH:5]1[C:6](=[O:8])[O:7][C:2]([CH3:10])([CH3:1])[O:3][C:4]1=[O:9])=[O:22])([CH3:14])([CH3:12])[CH3:13].